The task is: Binary Classification. Given a miRNA mature sequence and a target amino acid sequence, predict their likelihood of interaction.. This data is from Experimentally validated miRNA-target interactions with 360,000+ pairs, plus equal number of negative samples. (1) The miRNA is hsa-miR-3621 with sequence CGCGGGUCGGGGUCUGCAGG. The protein sequence of the target gene is MSEQGDLNQAIAEEGGTEQETATPENGIVKSESLDEEEKLELQRRLEAQNQERRKSKSGAGKGKLTRSLAVCEESSARPGGESLQDQESIHLQLSSFSSLQEEDKSRKDDSEREKEKDKNKDKTSEKPKIRMLSKDCSQEYTDSTGIDLHEFLINTLKNNSRDRMILLKMEQEIIDFIADNNNHYKKFPQMSSYQRMLVHRVAAYFGLDHNVDQTGKSVIINKTSSTRIPEQRFCEHLKDEKGEESQKRFILKRDNSSIDKEDNQQNRMHPFRDDRRSKSIEEREEEYQRVRERIFAHDS.... Result: 0 (no interaction). (2) The miRNA is hsa-miR-6811-3p with sequence AGCCUGUGCUUGUCCCUGCAG. The protein sequence of the target gene is MLPGWELTLCLLVSLGFHFRSFYEVYKVSREHEEELDQEFELEMDTLFGGLKKDPTDFEWNFWMEWGKRRLVWLFIGHMAVSQLATLLTKKHRPWIVMVYGMWACWCVLGAPGVVMVLLHSTIAFCVAQFRSVLLSWLCSLLLLSTLRLQSVEEVKRRWYKTENEYYLLQFTLTVRCLYYTSFSLELCRQPPSAQPTPSAQGASHSYPWLLTYVFYYPVFHNGPILNFPEFFRQMQQPELNSLQHSLCIVAKGLGRLLCWWWLAELMVHLMYMHALYSSAPLLESVSCWTLGGLALAQVL.... Result: 0 (no interaction). (3) The miRNA is mmu-miR-331-5p with sequence CUAGGUAUGGUCCCAGGGAUCC. The protein sequence of the target gene is MVVMARLSRPERPDLVFEEEDLPYEEEIMRNQFSVKCWLRYIEFKQGAPKPRLNQLYERALKLLPCSYKLWYRYLKARRAQVKHRCVTDPAYEDVNNCHERAFVFMHKMPRLWLDYCQFLMDQGRVTHTRRTFDRALRALPITQHSRIWPLYLRFLRSHPLPETAVRGYRRFLKLSPESAEEYIEYLKSSDRLDEAAQRLATVVNDERFVSKAGKSNYQLWHELCDLISQNPDKVQSLNVDAIIRGGLTRFTDQLGKLWCSLADYYIRSGHFEKARDVYEEAIRTVMTVRDFTQVFDSYA.... Result: 0 (no interaction). (4) The miRNA is hsa-miR-3140-5p with sequence ACCUGAAUUACCAAAAGCUUU. The protein sequence of the target gene is MSTENGKSADAPVAAPAAKELTSKDYYFDSYAHFGIHEEMLKDEVRTTTYRNSIYHNSHLFKDKVVMDVGSGTGILSMFAAKAGAKKVFAMEFSNMALTSRKIIADNNLDHIVEVIQAKVEDVHELPGGIEKVDIIISEWMGYCLFYESMLNTVLVARDRWLAPNGMLFPDKARLYVCAIEDRQYKEDKIHWWDSVYGFNMSAIKNVAIKEPLVDIVDNAQVNTNNCLLKDVDLYTVKIEDLTFKSDFKLRCTRSDYIQAFVTFFTVEFSKCHKKTGFSTGPDVQYTHWKQTVFYLKDAL.... Result: 0 (no interaction).